The task is: Regression. Given two drug SMILES strings and cell line genomic features, predict the synergy score measuring deviation from expected non-interaction effect.. This data is from NCI-60 drug combinations with 297,098 pairs across 59 cell lines. (1) Drug 1: C1CCN(CC1)CCOC2=CC=C(C=C2)C(=O)C3=C(SC4=C3C=CC(=C4)O)C5=CC=C(C=C5)O. Drug 2: C1=CC(=CC=C1CCCC(=O)O)N(CCCl)CCCl. Cell line: SR. Synergy scores: CSS=62.4, Synergy_ZIP=8.76, Synergy_Bliss=7.96, Synergy_Loewe=6.80, Synergy_HSA=7.93. (2) Drug 1: C1=CC(=CC=C1C#N)C(C2=CC=C(C=C2)C#N)N3C=NC=N3. Drug 2: C1C(C(OC1N2C=NC3=C2NC=NCC3O)CO)O. Cell line: SR. Synergy scores: CSS=3.77, Synergy_ZIP=2.81, Synergy_Bliss=-0.136, Synergy_Loewe=1.89, Synergy_HSA=-2.80. (3) Drug 1: CCC1=CC2CC(C3=C(CN(C2)C1)C4=CC=CC=C4N3)(C5=C(C=C6C(=C5)C78CCN9C7C(C=CC9)(C(C(C8N6C)(C(=O)OC)O)OC(=O)C)CC)OC)C(=O)OC.C(C(C(=O)O)O)(C(=O)O)O. Drug 2: CN(C)N=NC1=C(NC=N1)C(=O)N. Cell line: ACHN. Synergy scores: CSS=33.7, Synergy_ZIP=-4.22, Synergy_Bliss=3.30, Synergy_Loewe=-5.90, Synergy_HSA=5.39. (4) Drug 1: CC1=C(C=C(C=C1)C(=O)NC2=CC(=CC(=C2)C(F)(F)F)N3C=C(N=C3)C)NC4=NC=CC(=N4)C5=CN=CC=C5. Drug 2: CN(C(=O)NC(C=O)C(C(C(CO)O)O)O)N=O. Cell line: MDA-MB-231. Synergy scores: CSS=4.84, Synergy_ZIP=-2.22, Synergy_Bliss=-1.63, Synergy_Loewe=-0.352, Synergy_HSA=-0.503.